This data is from Drug-target binding data from BindingDB using Ki measurements. The task is: Regression. Given a target protein amino acid sequence and a drug SMILES string, predict the binding affinity score between them. We predict pKi (pKi = -log10(Ki in M); higher means stronger inhibition). Dataset: bindingdb_ki. (1) The small molecule is CCS(=O)(=O)c1ccc(-c2cc(-c3cnnc4c3ncn4C3(C)CC3)ccc2F)cc1. The target protein (P47869) has sequence MKTKLNIYNMQFLLFVFLVWDPARLVLANIQEDEAKNNITIFTRILDRLLDGYDNRLRPGLGDSITEVFTNIYVTSFGPVSDTDMEYTIDVFFRQKWKDERLKFKGPMNILRLNNLMASKIWTPDTFFHNGKKSVAHNMTMPNKLLRIQDDGTLLYTMRLTVQAECPMHLEDFPMDAHSCPLKFGSYAYTTSEVTYIWTYNASDSVQVAPDGSRLNQYDLLGQSIGKETIKSSTGEYTVMTAHFHLKRKIGYFVIQTYLPCIMTVILSQVSFWLNRESVPARTVFGVTTVLTMTTLSISARNSLPKVAYATAMDWFIAVCYAFVFSALIEFATVNYFTKRGWAWDGKSVVNDKKKEKASVMIQNNAYAVAVANYAPNLSKDPVLSTISKSATTPEPNKKPENKPAEAKKTFNSVSKIDRMSRIVFPVLFGTFNLVYWATYLNREPVLGVSP. The pKi is 7.5. (2) The small molecule is CC(C)(C)c1ccc(C(SC[C@H](N)C(=O)O)(c2ccccc2)c2ccccc2)cc1. The target protein (P52732) has sequence MASQPNSSAKKKEEKGKNIQVVVRCRPFNLAERKASAHSIVECDPVRKEVSVRTGGLADKSSRKTYTFDMVFGASTKQIDVYRSVVCPILDEVIMGYNCTIFAYGQTGTGKTFTMEGERSPNEEYTWEEDPLAGIIPRTLHQIFEKLTDNGTEFSVKVSLLEIYNEELFDLLNPSSDVSERLQMFDDPRNKRGVIIKGLEEITVHNKDEVYQILEKGAAKRTTAATLMNAYSSRSHSVFSVTIHMKETTIDGEELVKIGKLNLVDLAGSENIGRSGAVDKRAREAGNINQSLLTLGRVITALVERTPHVPYRESKLTRILQDSLGGRTRTSIIATISPASLNLEETLSTLEYAHRAKNILNKPEVNQKLTKKALIKEYTEEIERLKRDLAAAREKNGVYISEENFRVMSGKLTVQEEQIVELIEKIGAVEEELNRVTELFMDNKNELDQCKSDLQNKTQELETTQKHLQETKLQLVKEEYITSALESTEEKLHDAASKLL.... The pKi is 6.4. (3) The compound is C[S+](CCCN)C[C@H]1OC(n2cnc3c(N)ncnc32)[C@H](O)[C@@H]1O. The target protein (P17708) has sequence MEAAHFFEGTEKLLEVWFSRQQSDASQGSGDLRTIPRSEWDVLLKDVQCSIISVTKTDKQEAYVLSESSMFVSKRRFILKTCGTTLLLKALVPLLKLARDYSGFDSIQSFFYSRKNFMKPSHQGYPHRNFQEEIEFLNAIFPNGAAYCMGRMNSDCWYLYTLDLPESRVINQPDQTLEILMSELDPAVMDQFYMKDGVTAKDVTRESGIRDLIPGSVIDATLFNPCGYSMNGMKSDGTYWTIHITPEPEFSYVSFETNLSQTSYDDLIRKVVEVFKPGKFVTTLFVNQSSKCRTVLSSPQKIDGFKRLDCQSAMFNDYNFVFTSFAKKQQQQS. The pKi is 5.5. (4) The small molecule is Nc1nc2c(nc(N)n2Cc2cccs2)c(=O)[nH]1. The target protein (P00491) has sequence MENGYTYEDYKNTAEWLLSHTKHRPQVAIICGSGLGGLTDKLTQAQIFDYGEIPNFPRSTVPGHAGRLVFGFLNGRACVMMQGRFHMYEGYPLWKVTFPVRVFHLLGVDTLVVTNAAGGLNPKFEVGDIMLIRDHINLPGFSGQNPLRGPNDERFGDRFPAMSDAYDRTMRQRALSTWKQMGEQRELQEGTYVMVAGPSFETVAECRVLQKLGADAVGMSTVPEVIVARHCGLRVFGFSLITNKVIMDYESLEKANHEEVLAAGKQAAQKLEQFVSILMASIPLPDKAS. The pKi is 7.2. (5) The drug is Cn1c(=O)c2[nH]c(Cl)nc2n(C)c1=O. The target protein (P29029) has sequence MSLLYIILLFTQFLLLPTDAFDRSANTNIAVYWGQNSAGTQESLATYCESSDADIFLLSFLNQFPTLGLNFANACSDTFSDGLLHCTQIAEDIETCQSLGKKVLLSLGGASGSYLFSDDSQAETFAQTLWDTFGEGTGASERPFDSAVVDGFDFDIENNNEVGYSALATKLRTLFAEGTKQYYLSAAPQCPYPDASVGDLLENADIDFAFIQFYNNYCSVSGQFNWDTWLTYAQTVSPNKNIKLFLGLPGSASAAGSGYISDTSLLESTIADIASSSSFGGIALWDASQAFSNELNGEPYVEILKNLLTSASQTATTTVATSKTSAASTSSASTSSASTSQKKTTQSTTSTQSKSKVTLSPTASSAIKTSITQTTKTLTSSTKTKSSLGTTTTESTLNSVAITSMKTTLSSQITSAALVTPQTTTTSIVSSAPIQTAITSTLSPATKSSSVVSLQTATTSTLSPTTTSTSSGSTSSGSTSSDSTARTLAKELNAQYAAGK.... The pKi is 3.5.